Dataset: Catalyst prediction with 721,799 reactions and 888 catalyst types from USPTO. Task: Predict which catalyst facilitates the given reaction. (1) Reactant: [CH3:1][O:2][C:3]1[N:8]=[CH:7][C:6]([C:9]2[N:10]=[C:11]([CH2:28][S:29][C:30]3[CH:35]=[CH:34][CH:33]=[CH:32][N:31]=3)[O:12][C:13]=2[C:14]2[CH:27]=[CH:26][C:17]([O:18][CH2:19][CH2:20][NH:21][S:22]([CH3:25])(=[O:24])=[O:23])=[CH:16][CH:15]=2)=[CH:5][CH:4]=1.[CH3:36][S:37]([OH:40])(=[O:39])=[O:38]. Product: [CH3:36][S:37]([OH:40])(=[O:39])=[O:38].[CH3:1][O:2][C:3]1[N:8]=[CH:7][C:6]([C:9]2[N:10]=[C:11]([CH2:28][S:29][C:30]3[CH:35]=[CH:34][CH:33]=[CH:32][N:31]=3)[O:12][C:13]=2[C:14]2[CH:15]=[CH:16][C:17]([O:18][CH2:19][CH2:20][NH:21][S:22]([CH3:25])(=[O:23])=[O:24])=[CH:26][CH:27]=2)=[CH:5][CH:4]=1. The catalyst class is: 13. (2) The catalyst class is: 2. Product: [CH3:12][O:11][CH2:10][CH2:9][N:42]1[C:43]([C:45](=[O:47])[CH3:46])=[CH:44][N:40]=[C:41]1[CH3:48]. Reactant: O([CH2:9][CH2:10][O:11][CH3:12])S(C(F)(F)F)(=O)=O.COCCO.FC(F)(F)S(OS(C(F)(F)F)(=O)=O)(=O)=O.C1(C(C2C=CC=CC=2)(C2C=CC=CC=2)[N:40]2[CH:44]=[C:43]([C:45](=[O:47])[CH3:46])[N:42]=[C:41]2[CH3:48])C=CC=CC=1.